From a dataset of Catalyst prediction with 721,799 reactions and 888 catalyst types from USPTO. Predict which catalyst facilitates the given reaction. (1) Reactant: [CH3:1][O:2][C:3]1[CH:29]=[C:28]([O:30][CH3:31])[CH:27]=[CH:26][C:4]=1[CH2:5][N:6]([C:21]1[S:25][N:24]=[CH:23][N:22]=1)[S:7]([C:10]1[C:19]([F:20])=[CH:18][C:13]2[NH:14][C:15](=[O:17])[O:16][C:12]=2[CH:11]=1)(=[O:9])=[O:8].C1(P(C2C=CC=CC=2)C2C=CC=CC=2)C=CC=CC=1.[F:51][CH:52]1[C:61]2[C:56](=[C:57]([CH2:62]O)[CH:58]=[CH:59][CH:60]=2)[CH2:55][N:54]([C:64]([O:66][C:67]([CH3:70])([CH3:69])[CH3:68])=[O:65])[CH2:53]1.N(C(OC(C)(C)C)=O)=NC(OC(C)(C)C)=O. Product: [CH3:1][O:2][C:3]1[CH:29]=[C:28]([O:30][CH3:31])[CH:27]=[CH:26][C:4]=1[CH2:5][N:6]([C:21]1[S:25][N:24]=[CH:23][N:22]=1)[S:7]([C:10]1[C:19]([F:20])=[CH:18][C:13]2[N:14]([CH2:62][C:57]3[CH:58]=[CH:59][CH:60]=[C:61]4[C:56]=3[CH2:55][N:54]([C:64]([O:66][C:67]([CH3:69])([CH3:68])[CH3:70])=[O:65])[CH2:53][CH:52]4[F:51])[C:15](=[O:17])[O:16][C:12]=2[CH:11]=1)(=[O:8])=[O:9]. The catalyst class is: 1. (2) Reactant: [CH2:1]([O:3][C:4]([C:6]1[CH:11]=[CH:10][CH:9]=[C:8]([C:12]2[CH2:16][CH2:15][CH2:14][C:13]=2[C:17]2[CH:22]=[C:21]([CH3:23])[CH:20]=[CH:19][C:18]=2[O:24][CH2:25][C:26]2C=CC=CC=2)[N:7]=1)=[O:5])[CH3:2].O.C([O:35]CC)C.C(=O)([O-])[O-].[K+].[K+]. Product: [CH2:1]([O:3][C:4]([C:6]1[CH:11]=[CH:10][CH:9]=[C:8]([C:12]2[CH2:16][CH2:15][CH2:14][C:13]=2[C:17]2[CH:22]=[C:21]([CH3:23])[CH:20]=[CH:19][C:18]=2[O:24][C:25](=[O:35])[CH3:26])[N:7]=1)=[O:5])[CH3:2]. The catalyst class is: 570.